The task is: Predict the reaction yield, written as a fraction of the theoretical maximum amount of product (1.0 means a 100% yield; for example, 0.34 means a 34% yield).. This data is from Reaction yield outcomes from USPTO patents with 853,638 reactions. The reactants are C([O:5][C:6](=[O:27])[CH:7]=[CH:8][C:9]1[CH:14]=[CH:13][C:12]([CH:15]=[CH:16][C:17]([C:19]2[CH:24]=[CH:23][C:22]([F:25])=[C:21]([F:26])[CH:20]=2)=[O:18])=[CH:11][CH:10]=1)(C)(C)C.FC(F)(F)C(O)=O. The catalyst is C(Cl)Cl. The product is [F:26][C:21]1[CH:20]=[C:19]([C:17](=[O:18])[CH:16]=[CH:15][C:12]2[CH:13]=[CH:14][C:9]([CH:8]=[CH:7][C:6]([OH:27])=[O:5])=[CH:10][CH:11]=2)[CH:24]=[CH:23][C:22]=1[F:25]. The yield is 1.00.